Dataset: NCI-60 drug combinations with 297,098 pairs across 59 cell lines. Task: Regression. Given two drug SMILES strings and cell line genomic features, predict the synergy score measuring deviation from expected non-interaction effect. (1) Drug 1: C1=C(C(=O)NC(=O)N1)N(CCCl)CCCl. Drug 2: CCN(CC)CCCC(C)NC1=C2C=C(C=CC2=NC3=C1C=CC(=C3)Cl)OC. Cell line: KM12. Synergy scores: CSS=9.92, Synergy_ZIP=-9.90, Synergy_Bliss=-11.1, Synergy_Loewe=-8.14, Synergy_HSA=-7.99. (2) Drug 1: C1C(C(OC1N2C=C(C(=O)NC2=O)F)CO)O. Drug 2: CCC1(CC2CC(C3=C(CCN(C2)C1)C4=CC=CC=C4N3)(C5=C(C=C6C(=C5)C78CCN9C7C(C=CC9)(C(C(C8N6C)(C(=O)OC)O)OC(=O)C)CC)OC)C(=O)OC)O.OS(=O)(=O)O. Cell line: NCI-H522. Synergy scores: CSS=13.6, Synergy_ZIP=-1.08, Synergy_Bliss=4.35, Synergy_Loewe=1.37, Synergy_HSA=2.77. (3) Drug 1: CN1CCC(CC1)COC2=C(C=C3C(=C2)N=CN=C3NC4=C(C=C(C=C4)Br)F)OC. Drug 2: CC1=C2C(C(=O)C3(C(CC4C(C3C(C(C2(C)C)(CC1OC(=O)C(C(C5=CC=CC=C5)NC(=O)OC(C)(C)C)O)O)OC(=O)C6=CC=CC=C6)(CO4)OC(=O)C)O)C)O. Cell line: MALME-3M. Synergy scores: CSS=23.0, Synergy_ZIP=-0.821, Synergy_Bliss=-1.10, Synergy_Loewe=-12.1, Synergy_HSA=-1.12. (4) Drug 1: COC1=CC(=CC(=C1O)OC)C2C3C(COC3=O)C(C4=CC5=C(C=C24)OCO5)OC6C(C(C7C(O6)COC(O7)C8=CC=CS8)O)O. Drug 2: C1CC(=O)NC(=O)C1N2C(=O)C3=CC=CC=C3C2=O. Cell line: SK-MEL-28. Synergy scores: CSS=7.51, Synergy_ZIP=-4.62, Synergy_Bliss=0.864, Synergy_Loewe=-20.5, Synergy_HSA=0.662. (5) Drug 1: C1CCC(CC1)NC(=O)N(CCCl)N=O. Drug 2: CC1=C(C=C(C=C1)C(=O)NC2=CC(=CC(=C2)C(F)(F)F)N3C=C(N=C3)C)NC4=NC=CC(=N4)C5=CN=CC=C5. Cell line: A549. Synergy scores: CSS=22.5, Synergy_ZIP=-5.03, Synergy_Bliss=2.89, Synergy_Loewe=1.05, Synergy_HSA=1.01. (6) Drug 1: CC1=C(C(=CC=C1)Cl)NC(=O)C2=CN=C(S2)NC3=CC(=NC(=N3)C)N4CCN(CC4)CCO. Drug 2: C1C(C(OC1N2C=NC3=C2NC=NCC3O)CO)O. Cell line: MOLT-4. Synergy scores: CSS=9.86, Synergy_ZIP=-7.23, Synergy_Bliss=-5.00, Synergy_Loewe=0.150, Synergy_HSA=0.213. (7) Drug 1: CC(CN1CC(=O)NC(=O)C1)N2CC(=O)NC(=O)C2. Drug 2: C1C(C(OC1N2C=C(C(=O)NC2=O)F)CO)O. Cell line: NCI/ADR-RES. Synergy scores: CSS=16.6, Synergy_ZIP=-5.50, Synergy_Bliss=-2.82, Synergy_Loewe=-17.6, Synergy_HSA=-2.24.